Dataset: Full USPTO retrosynthesis dataset with 1.9M reactions from patents (1976-2016). Task: Predict the reactants needed to synthesize the given product. (1) Given the product [Cl:1][C:2]1[CH:11]=[CH:10][C:9]2[C:4](=[CH:5][C:6]([C:12]([OH:14])=[O:13])=[CH:7][CH:8]=2)[N:3]=1, predict the reactants needed to synthesize it. The reactants are: [Cl:1][C:2]1[CH:11]=[CH:10][C:9]2[C:4](=[CH:5][C:6]([C:12]([O:14]CC)=[O:13])=[CH:7][CH:8]=2)[N:3]=1.[OH-].[Li+]. (2) Given the product [F:38][C:30]1[CH:31]=[C:32]([C:2]2[CH:3]=[C:4]([N:11]([CH2:18][C:19]3[CH:24]=[CH:23][C:22]([O:25][CH3:26])=[CH:21][CH:20]=3)[C:12]3[CH:17]=[CH:16][CH:15]=[CH:14][CH:13]=3)[C:5]3[N:6]([CH:8]=[CH:9][N:10]=3)[N:7]=2)[CH:33]=[CH:34][C:29]=1[C:27]#[N:28], predict the reactants needed to synthesize it. The reactants are: Cl[C:2]1[CH:3]=[C:4]([N:11]([CH2:18][C:19]2[CH:24]=[CH:23][C:22]([O:25][CH3:26])=[CH:21][CH:20]=2)[C:12]2[CH:17]=[CH:16][CH:15]=[CH:14][CH:13]=2)[C:5]2[N:6]([CH:8]=[CH:9][N:10]=2)[N:7]=1.[C:27]([C:29]1[CH:34]=[CH:33][C:32](B(O)O)=[CH:31][C:30]=1[F:38])#[N:28].C(=O)([O-])[O-].[Cs+].[Cs+]. (3) Given the product [I:1][C:2]1[CH:3]=[CH:4][C:5]([O:10][C:11]2[C:12]([CH3:18])=[N:13][N:14]([CH3:17])[C:15]=2[CH3:16])=[C:6]([CH:7]=[N:40][C:38]([O:47][Si:20]([CH3:27])([CH3:26])[CH3:19])=[CH2:39])[CH:9]=1, predict the reactants needed to synthesize it. The reactants are: [I:1][C:2]1[CH:3]=[CH:4][C:5]([O:10][C:11]2[C:12]([CH3:18])=[N:13][N:14]([CH3:17])[C:15]=2[CH3:16])=[C:6]([CH:9]=1)[CH:7]=O.[CH3:19][Si:20]([CH3:27])([CH3:26])N[Si:20]([CH3:27])([CH3:26])[CH3:19].C([Li])CCC.C[Si](Cl)(C)C.[CH2:38]([N:40](CC)CC)[CH3:39].C(Cl)(=[O:47])C. (4) Given the product [C:21]1([NH:17][C:13]([C:10]2[CH:11]=[N:12][C:7]([CH:1]3[CH2:2][CH2:3][CH2:4][CH2:5][CH2:6]3)=[N:8][CH:9]=2)=[O:15])[CH:22]=[CH:23][CH:24]=[CH:25][CH:20]=1, predict the reactants needed to synthesize it. The reactants are: [CH:1]1([C:7]2[N:12]=[CH:11][C:10]([C:13]([OH:15])=O)=[CH:9][N:8]=2)[CH2:6][CH2:5][CH2:4][CH2:3][CH2:2]1.O[N:17]1[C:21]2[CH:22]=[CH:23][CH:24]=[CH:25][C:20]=2N=N1.C1CCC(N=C=NC2CCCCC2)CC1.NC1C=CC=CC=1.C(O)C(N)(CO)CO. (5) Given the product [Cl:1][C:2]1[CH:7]=[CH:6][C:5]([NH:8][C:9]([NH:11][C:12]2[CH:17]=[C:16]([C:18]3[C:29](=[O:30])[N:28]([CH3:31])[C:21]4[N:22]=[C:23]([NH:38][CH3:37])[N:24]=[CH:25][C:20]=4[CH:19]=3)[CH:15]=[CH:14][C:13]=2[F:32])=[O:10])=[CH:4][C:3]=1[C:33]([F:36])([F:35])[F:34], predict the reactants needed to synthesize it. The reactants are: [Cl:1][C:2]1[CH:7]=[CH:6][C:5]([NH:8][C:9]([NH:11][C:12]2[CH:17]=[C:16]([C:18]3[C:29](=[O:30])[N:28]([CH3:31])[C:21]4[N:22]=[C:23](SC)[N:24]=[CH:25][C:20]=4[CH:19]=3)[CH:15]=[CH:14][C:13]=2[F:32])=[O:10])=[CH:4][C:3]=1[C:33]([F:36])([F:35])[F:34].[CH3:37][NH2:38].C1COCC1. (6) Given the product [Cl:1][C:2]1[C:10]([F:11])=[CH:9][C:8]([N+:12]([O-:14])=[O:13])=[C:4]([CH:3]=1)[C:5]([OH:7])=[O:6], predict the reactants needed to synthesize it. The reactants are: [Cl:1][C:2]1[CH:3]=[C:4]([CH:8]=[CH:9][C:10]=1[F:11])[C:5]([OH:7])=[O:6].[N+:12]([O-])([OH:14])=[O:13]. (7) Given the product [Cl:26][C:23]1[CH:22]=[CH:21][C:20]([N:13]2[C:12]([CH:5]([CH:6]3[CH2:11][CH2:10][CH2:9][CH2:8][CH2:7]3)[CH2:4][OH:3])=[C:16]3[CH2:17][CH2:18][CH2:19][C:15]3=[N:14]2)=[CH:25][CH:24]=1, predict the reactants needed to synthesize it. The reactants are: C([O:3][C:4](=O)[CH:5]([C:12]1[N:13]([C:20]2[CH:25]=[CH:24][C:23]([Cl:26])=[CH:22][CH:21]=2)[N:14]=[C:15]2[CH2:19][CH2:18][CH2:17][C:16]=12)[CH:6]1[CH2:11][CH2:10][CH2:9][CH2:8][CH2:7]1)C.[H-].[Al+3].[Li+].[H-].[H-].[H-].